From a dataset of Full USPTO retrosynthesis dataset with 1.9M reactions from patents (1976-2016). Predict the reactants needed to synthesize the given product. (1) The reactants are: Cl.[F:2][C:3]1[CH:8]=[C:7]([I:9])[C:6]([CH:10]([O:12]COC)[CH3:11])=[CH:5][N:4]=1. Given the product [F:2][C:3]1[N:4]=[CH:5][C:6]([CH:10]([OH:12])[CH3:11])=[C:7]([I:9])[CH:8]=1, predict the reactants needed to synthesize it. (2) Given the product [CH2:1]([N:8]1[CH2:13][CH2:12][C:11]([C:26]2[CH:27]=[CH:28][C:23]([OH:29])=[CH:24][CH:25]=2)([C:15]2[CH:20]=[CH:19][CH:18]=[C:17]([O:21][CH3:22])[CH:16]=2)[CH2:10][CH2:9]1)[C:2]1[CH:7]=[CH:6][CH:5]=[CH:4][CH:3]=1, predict the reactants needed to synthesize it. The reactants are: [CH2:1]([N:8]1[CH2:13][CH2:12][C:11]([C:15]2[CH:20]=[CH:19][CH:18]=[C:17]([O:21][CH3:22])[CH:16]=2)(O)[CH2:10][CH2:9]1)[C:2]1[CH:7]=[CH:6][CH:5]=[CH:4][CH:3]=1.[C:23]1([OH:29])[CH:28]=[CH:27][CH:26]=[CH:25][CH:24]=1.[Al+3].[Cl-].[Cl-].[Cl-]. (3) Given the product [O:6]=[CH:7][C@@H:8]([C@H:10]([C@@H:12]([C@@H:25]([CH2:27][OH:28])[OH:26])[OH:13])[OH:11])[OH:9], predict the reactants needed to synthesize it. The reactants are: P([O-])([O-])([O-])=O.[OH:6][CH:7]1[O:26][C@H:25]([CH2:27][OH:28])[C@@H:12]([O:13][C@@H]2O[C@H](CO)[C@H](O)[C@H](O)[C@H]2O)[C@H:10]([OH:11])[C@H:8]1[OH:9]. (4) Given the product [CH2:13]([CH:12]1[CH2:11][C:5]2[C:6](=[CH:7][C:8]([O:9][CH3:10])=[C:3]([O:2][CH3:1])[CH:4]=2)[CH:18]=[N:17]1)[CH:14]([CH3:15])[CH3:16], predict the reactants needed to synthesize it. The reactants are: [CH3:1][O:2][C:3]1[CH:4]=[C:5]([CH2:11][CH:12]([NH:17][CH:18]=O)[CH2:13][CH:14]([CH3:16])[CH3:15])[CH:6]=[CH:7][C:8]=1[O:9][CH3:10].O=P(Cl)(Cl)Cl. (5) Given the product [C:23]([NH:15][C:14]1[C:13]2[C:8](=[CH:9][CH:10]=[C:11]([O:26][C:45]3[CH:44]=[CH:43][C:41]4[O:42][C:38]([F:37])([F:50])[O:39][C:40]=4[CH:46]=3)[CH:12]=2)[N:7]([C:27]2[CH:28]=[CH:29][C:30]([O:33][CH:34]([CH3:36])[CH3:35])=[CH:31][CH:32]=2)[C:6]=1[C:4]([OH:3])=[O:5])(=[O:25])[CH3:24], predict the reactants needed to synthesize it. The reactants are: C([O:3][C:4]([C:6]1[N:7]([C:27]2[CH:32]=[CH:31][C:30]([O:33][CH:34]([CH3:36])[CH3:35])=[CH:29][CH:28]=2)[C:8]2[C:13]([C:14]=1[N:15]([C:23](=[O:25])[CH3:24])C(OC(C)(C)C)=O)=[CH:12][C:11]([OH:26])=[CH:10][CH:9]=2)=[O:5])C.[F:37][C:38]1([F:50])[O:42][C:41]2[CH:43]=[CH:44][C:45](B(O)O)=[CH:46][C:40]=2[O:39]1. (6) Given the product [F:1][C:2]([F:7])([F:6])[C:3]([OH:5])=[O:4].[F:8][C:9]([F:14])([F:13])[C:10]([OH:12])=[O:11].[F:15][C:16]([F:21])([F:20])[C:17]([OH:19])=[O:18].[C:24]([N:57]1[CH2:58][CH2:59][CH:54]([CH2:53][CH2:52][NH:51][C:43]2[CH:44]=[CH:45][C:46]3[NH:47][C:48]4[N:49]=[C:33]([NH:34][C:35]5[CH:36]=[N:37][CH:38]=[C:39]([CH:60]=5)[CH2:40][CH2:41][C:42]=2[CH:50]=3)[N:32]=[CH:31][C:30]=4[Cl:29])[CH2:55][CH2:56]1)(=[O:26])[CH3:23], predict the reactants needed to synthesize it. The reactants are: [F:1][C:2]([F:7])([F:6])[C:3]([OH:5])=[O:4].[F:8][C:9]([F:14])([F:13])[C:10]([OH:12])=[O:11].[F:15][C:16]([F:21])([F:20])[C:17]([OH:19])=[O:18].F[C:23](F)(F)[C:24]([OH:26])=O.[Cl:29][C:30]1[CH:31]=[N:32][C:33]2[NH:34][C:35]3[CH:36]=[N:37][CH:38]=[C:39]([CH:60]=3)[CH2:40][CH2:41][C:42]3[CH:50]=[C:46]([NH:47][C:48]=1[N:49]=2)[CH:45]=[CH:44][C:43]=3[NH:51][CH2:52][CH2:53][CH:54]1[CH2:59][CH2:58][NH:57][CH2:56][CH2:55]1.C(Cl)(=O)C. (7) Given the product [Cl:1][C:2]1[CH:7]=[CH:6][C:5]([C:8]2([C:12]3[C:21]4[C:16](=[CH:17][CH:18]=[C:19]([O:22][CH2:23][CH2:24][NH:25][S:41]([CH3:40])(=[O:43])=[O:42])[CH:20]=4)[CH2:15][CH2:14][N:13]=3)[CH2:11][CH2:10][CH2:9]2)=[CH:4][CH:3]=1, predict the reactants needed to synthesize it. The reactants are: [Cl:1][C:2]1[CH:7]=[CH:6][C:5]([C:8]2([C:12]3[C:21]4[C:16](=[CH:17][CH:18]=[C:19]([O:22][CH2:23][CH2:24][NH:25]C(=O)OC(C)(C)C)[CH:20]=4)[CH2:15][CH2:14][N:13]=3)[CH2:11][CH2:10][CH2:9]2)=[CH:4][CH:3]=1.NC1C=CC=CN=1.[CH3:40][S:41](Cl)(=[O:43])=[O:42].O.